Dataset: NCI-60 drug combinations with 297,098 pairs across 59 cell lines. Task: Regression. Given two drug SMILES strings and cell line genomic features, predict the synergy score measuring deviation from expected non-interaction effect. Cell line: SK-OV-3. Synergy scores: CSS=27.8, Synergy_ZIP=5.90, Synergy_Bliss=2.60, Synergy_Loewe=-21.6, Synergy_HSA=-2.01. Drug 1: CC1=CC=C(C=C1)C2=CC(=NN2C3=CC=C(C=C3)S(=O)(=O)N)C(F)(F)F. Drug 2: C#CCC(CC1=CN=C2C(=N1)C(=NC(=N2)N)N)C3=CC=C(C=C3)C(=O)NC(CCC(=O)O)C(=O)O.